This data is from Full USPTO retrosynthesis dataset with 1.9M reactions from patents (1976-2016). The task is: Predict the reactants needed to synthesize the given product. (1) The reactants are: [Cl:1][C:2]1[CH:7]=[CH:6][CH:5]=[CH:4][C:3]=1[C:8]1[O:12][N:11]=[CH:10][C:9]=1[C:13]([OH:15])=O.C(O)(=O)C(O)=O.[Cl:22][C:23]1[CH:34]=[CH:33][CH:32]=[CH:31][C:24]=1[CH2:25][CH:26]1[CH2:30][CH2:29][NH:28][CH2:27]1. Given the product [Cl:22][C:23]1[CH:34]=[CH:33][CH:32]=[CH:31][C:24]=1[CH2:25][CH:26]1[CH2:30][CH2:29][N:28]([C:13]([C:9]2[CH:10]=[N:11][O:12][C:8]=2[C:3]2[CH:4]=[CH:5][CH:6]=[CH:7][C:2]=2[Cl:1])=[O:15])[CH2:27]1, predict the reactants needed to synthesize it. (2) Given the product [N:41]1([O:42][C:2]2[CH:7]=[CH:6][N:5]=[C:4]3[C:8](=[C:18]4[CH2:23][CH2:22][N:21]([C:24]([NH:26][C:27]5[CH:28]=[N:29][CH:30]=[CH:31][CH:32]=5)=[O:25])[CH2:20][CH2:19]4)[C:9]4[CH:16]=[CH:15][C:14]([Cl:17])=[CH:13][C:10]=4[CH2:11][CH2:12][C:3]=23)[C:36]2[CH:35]=[CH:34][CH:33]=[CH:38][C:37]=2[N:39]=[N:40]1, predict the reactants needed to synthesize it. The reactants are: Cl[C:2]1[CH:7]=[CH:6][N:5]=[C:4]2[C:8](=[C:18]3[CH2:23][CH2:22][N:21]([C:24]([NH:26][C:27]4[CH:28]=[N:29][CH:30]=[CH:31][CH:32]=4)=[O:25])[CH2:20][CH2:19]3)[C:9]3[CH:16]=[CH:15][C:14]([Cl:17])=[CH:13][C:10]=3[CH2:11][CH2:12][C:3]=12.[CH:33]1[CH:34]=[CH:35][C:36]2[N:41]([OH:42])[N:40]=[N:39][C:37]=2[CH:38]=1.[H-].[Na+]. (3) The reactants are: [N:1]1([CH2:7][CH2:8][CH2:9][OH:10])[CH2:6][CH2:5][CH2:4][CH2:3][CH2:2]1.[C:11]1([CH3:21])[CH:16]=[CH:15][C:14]([S:17](Cl)(=[O:19])=[O:18])=[CH:13][CH:12]=1. Given the product [N:1]1([CH2:7][CH2:8][CH2:9][O:10][S:17]([C:14]2[CH:15]=[CH:16][C:11]([CH3:21])=[CH:12][CH:13]=2)(=[O:19])=[O:18])[CH2:6][CH2:5][CH2:4][CH2:3][CH2:2]1, predict the reactants needed to synthesize it. (4) The reactants are: [CH3:1][S:2]([N:5]1[CH2:10][CH2:9][CH2:8][C@H:7]([NH:11][C:12]2[C:17]([C:18]3[N:19]=[C:20]4[CH:26]=[CH:25][N:24](COCC[Si](C)(C)C)[C:21]4=[N:22][CH:23]=3)=[CH:16][N:15]=[C:14](S(C)(=O)=O)[N:13]=2)[CH2:6]1)(=[O:4])=[O:3].[CH3:39][N:40]([CH3:44])[CH2:41][CH2:42][NH2:43].CS(C)(=O)=O. Given the product [CH3:39][N:40]([CH3:44])[CH2:41][CH2:42][NH:43][C:14]1[N:13]=[C:12]([NH:11][C@H:7]2[CH2:8][CH2:9][CH2:10][N:5]([S:2]([CH3:1])(=[O:4])=[O:3])[CH2:6]2)[C:17]([C:18]2[N:19]=[C:20]3[CH:26]=[CH:25][NH:24][C:21]3=[N:22][CH:23]=2)=[CH:16][N:15]=1, predict the reactants needed to synthesize it. (5) Given the product [Cl:1][C:2]1[CH:3]=[C:4]([S:8]([NH:11][C:12]2[CH:20]=[CH:19][C:15]([C:16]([O:18][CH2:30][CH2:29][O:28][C:27]3[CH:32]=[CH:33][CH:34]=[C:25]([CH2:24][O:23][CH3:22])[CH:26]=3)=[O:17])=[C:14]([OH:21])[CH:13]=2)(=[O:9])=[O:10])[S:5][C:6]=1[Cl:7], predict the reactants needed to synthesize it. The reactants are: [Cl:1][C:2]1[CH:3]=[C:4]([S:8]([NH:11][C:12]2[CH:20]=[CH:19][C:15]([C:16]([OH:18])=[O:17])=[C:14]([OH:21])[CH:13]=2)(=[O:10])=[O:9])[S:5][C:6]=1[Cl:7].[CH3:22][O:23][CH2:24][C:25]1[CH:26]=[C:27]([CH:32]=[CH:33][CH:34]=1)[O:28][CH2:29][CH2:30]O. (6) Given the product [CH:15]1([C:9]2[CH:10]=[C:11]([O:14][CH2:23][CH2:22][N:21]([CH3:25])[CH3:20])[CH:12]=[CH:13][C:8]=2[C:6]2[N:7]=[C:2]([NH2:1])[CH:3]=[CH:4][CH:5]=2)[CH2:19][CH2:18][CH2:17][CH2:16]1, predict the reactants needed to synthesize it. The reactants are: [NH2:1][C:2]1[N:7]=[C:6]([C:8]2[CH:13]=[CH:12][C:11]([OH:14])=[CH:10][C:9]=2[CH:15]2[CH2:19][CH2:18][CH2:17][CH2:16]2)[CH:5]=[CH:4][CH:3]=1.[CH3:20][N:21]([CH3:25])[CH2:22][CH2:23]Cl.C([O-])([O-])=O.[Cs+].[Cs+]. (7) Given the product [CH3:1][O:2][C:3](=[O:41])[CH:4]([C:9]1[CH:10]=[C:11]([C:30]2[CH:35]=[C:34]([F:36])[CH:33]=[C:32]([C:37]([F:38])([F:39])[F:40])[CH:31]=2)[CH:12]=[C:13]([N:15]([C:16]2[CH:17]=[C:18]([C:26]([F:29])([F:27])[F:28])[CH:19]=[C:20]([C:22]([F:24])([F:25])[F:23])[CH:21]=2)[CH3:42])[CH:14]=1)[CH2:5][CH:6]([CH3:8])[CH3:7], predict the reactants needed to synthesize it. The reactants are: [CH3:1][O:2][C:3](=[O:41])[CH:4]([C:9]1[CH:10]=[C:11]([C:30]2[CH:35]=[C:34]([F:36])[CH:33]=[C:32]([C:37]([F:40])([F:39])[F:38])[CH:31]=2)[CH:12]=[C:13]([NH:15][C:16]2[CH:21]=[C:20]([C:22]([F:25])([F:24])[F:23])[CH:19]=[C:18]([C:26]([F:29])([F:28])[F:27])[CH:17]=2)[CH:14]=1)[CH2:5][CH:6]([CH3:8])[CH3:7].[CH3:42]C(C)([O-])C.[K+].CI.O1CCOCC1. (8) Given the product [CH3:10][O:11][N:12]([CH3:26])[C:13]([C:15]1[CH:23]=[C:22]2[C:18]([C:19]([CH2:24][CH3:25])=[N:20][N:21]2[CH2:1][CH3:2])=[CH:17][CH:16]=1)=[O:14], predict the reactants needed to synthesize it. The reactants are: [CH3:1][C:2](C)([O-])C.[K+].ICC.[CH3:10][O:11][N:12]([CH3:26])[C:13]([C:15]1[CH:23]=[C:22]2[C:18]([C:19]([CH2:24][CH3:25])=[N:20][NH:21]2)=[CH:17][CH:16]=1)=[O:14].C(OCC)(=O)C. (9) Given the product [F:27][C:24]1[S:23][C:22]([C@:6]23[CH2:5][N:4]([CH2:1][CH:2]=[CH2:3])[CH2:12][C@H:11]2[CH2:10][S:9][C:8]([NH:13][C:14](=[O:21])[C:15]2[CH:16]=[CH:17][CH:18]=[CH:19][CH:20]=2)=[N:7]3)=[CH:26][CH:25]=1, predict the reactants needed to synthesize it. The reactants are: [CH2:1]([N:4]1[CH2:12][CH:11]2[C:6]([C:22]3[S:23][C:24]([F:27])=[CH:25][CH:26]=3)([N:7]=[C:8]([NH:13][C:14](=[O:21])[C:15]3[CH:20]=[CH:19][CH:18]=[CH:17][CH:16]=3)[S:9][CH2:10]2)[CH2:5]1)[CH:2]=[CH2:3]. (10) Given the product [F:26][C:27]1[C:32]([O:33][C:34]2[CH:39]=[CH:38][CH:37]=[C:36]([N+:40]([O-:42])=[O:41])[CH:35]=2)=[C:31]([OH:43])[CH:30]=[CH:29][C:28]=1[CH2:45][C:46]1[CH:51]=[CH:50][C:49]([F:52])=[CH:48][CH:47]=1, predict the reactants needed to synthesize it. The reactants are: FC1C(CC2C=CC(F)=CC=2)=CC=C(OC)C=1OC1C=C(N)C=CC=1.[F:26][C:27]1[C:32]([O:33][C:34]2[CH:39]=[CH:38][CH:37]=[C:36]([N+:40]([O-:42])=[O:41])[CH:35]=2)=[C:31]([O:43]C)[CH:30]=[CH:29][C:28]=1[CH2:45][C:46]1[CH:51]=[CH:50][C:49]([F:52])=[CH:48][CH:47]=1.